From a dataset of Full USPTO retrosynthesis dataset with 1.9M reactions from patents (1976-2016). Predict the reactants needed to synthesize the given product. Given the product [NH2:16][C:10]1[CH:11]=[C:12]([OH:15])[CH:13]=[CH:14][C:9]=1[S:8][C:5]1[CH:6]=[CH:7][C:2]([OH:1])=[CH:3][CH:4]=1, predict the reactants needed to synthesize it. The reactants are: [OH:1][C:2]1[CH:7]=[CH:6][C:5]([S:8][C:9]2[CH:14]=[CH:13][C:12]([OH:15])=[CH:11][C:10]=2[N+:16]([O-])=O)=[CH:4][CH:3]=1.[Cl-].[NH4+].